Dataset: NCI-60 drug combinations with 297,098 pairs across 59 cell lines. Task: Regression. Given two drug SMILES strings and cell line genomic features, predict the synergy score measuring deviation from expected non-interaction effect. (1) Cell line: UO-31. Drug 2: CCC1(CC2CC(C3=C(CCN(C2)C1)C4=CC=CC=C4N3)(C5=C(C=C6C(=C5)C78CCN9C7C(C=CC9)(C(C(C8N6C=O)(C(=O)OC)O)OC(=O)C)CC)OC)C(=O)OC)O.OS(=O)(=O)O. Synergy scores: CSS=-4.11, Synergy_ZIP=2.41, Synergy_Bliss=1.71, Synergy_Loewe=-4.29, Synergy_HSA=-4.88. Drug 1: C1=CC(=CC=C1C#N)C(C2=CC=C(C=C2)C#N)N3C=NC=N3. (2) Drug 1: CC1=C(C=C(C=C1)NC2=NC=CC(=N2)N(C)C3=CC4=NN(C(=C4C=C3)C)C)S(=O)(=O)N.Cl. Drug 2: CN1C(=O)N2C=NC(=C2N=N1)C(=O)N. Cell line: HL-60(TB). Synergy scores: CSS=-23.7, Synergy_ZIP=14.9, Synergy_Bliss=2.14, Synergy_Loewe=-23.7, Synergy_HSA=-22.0. (3) Drug 1: CC(C1=C(C=CC(=C1Cl)F)Cl)OC2=C(N=CC(=C2)C3=CN(N=C3)C4CCNCC4)N. Drug 2: C1=CC(=CC=C1CC(C(=O)O)N)N(CCCl)CCCl.Cl. Cell line: TK-10. Synergy scores: CSS=7.72, Synergy_ZIP=-0.219, Synergy_Bliss=1.94, Synergy_Loewe=-1.84, Synergy_HSA=-1.33. (4) Drug 1: CC1=C2C(C(=O)C3(C(CC4C(C3C(C(C2(C)C)(CC1OC(=O)C(C(C5=CC=CC=C5)NC(=O)C6=CC=CC=C6)O)O)OC(=O)C7=CC=CC=C7)(CO4)OC(=O)C)O)C)OC(=O)C. Drug 2: CCC1=C2CN3C(=CC4=C(C3=O)COC(=O)C4(CC)O)C2=NC5=C1C=C(C=C5)O. Cell line: A498. Synergy scores: CSS=23.6, Synergy_ZIP=-4.50, Synergy_Bliss=1.89, Synergy_Loewe=-31.8, Synergy_HSA=3.61.